This data is from Peptide-MHC class II binding affinity with 134,281 pairs from IEDB. The task is: Regression. Given a peptide amino acid sequence and an MHC pseudo amino acid sequence, predict their binding affinity value. This is MHC class II binding data. (1) The peptide sequence is YGIAAENVIDVKLVD. The MHC is DRB1_0301 with pseudo-sequence DRB1_0301. The binding affinity (normalized) is 0.432. (2) The peptide sequence is AFILDADNLFPKV. The MHC is HLA-DQA10501-DQB10201 with pseudo-sequence HLA-DQA10501-DQB10201. The binding affinity (normalized) is 0.762. (3) The binding affinity (normalized) is 0. The MHC is DRB1_0802 with pseudo-sequence DRB1_0802. The peptide sequence is PATPAAPGAGYTPAT.